From a dataset of Forward reaction prediction with 1.9M reactions from USPTO patents (1976-2016). Predict the product of the given reaction. Given the reactants [C:1]([CH:5]1[CH2:10][CH2:9][CH:8]([O:11][C:12]2[CH:13]=[C:14]([CH3:22])[C:15]3[C:20]([CH:21]=2)=[CH:19][CH:18]=[CH:17][CH:16]=3)[CH2:7][CH2:6]1)([CH3:4])([CH3:3])[CH3:2].[Sn](Cl)(Cl)(Cl)Cl.[CH3:28][O:29]C(Cl)Cl, predict the reaction product. The product is: [C:1]([C@H:5]1[CH2:6][CH2:7][C@H:8]([O:11][C:12]2[CH:13]=[C:14]([CH3:22])[C:15]3[C:20](=[CH:19][CH:18]=[CH:17][CH:16]=3)[C:21]=2[CH:28]=[O:29])[CH2:9][CH2:10]1)([CH3:4])([CH3:3])[CH3:2].